From a dataset of Catalyst prediction with 721,799 reactions and 888 catalyst types from USPTO. Predict which catalyst facilitates the given reaction. (1) Reactant: [CH:1]1([N:6]2[CH2:12][CH2:11][C:10]3[CH:13]=[CH:14][C:15]([CH:17]4[CH2:22][CH2:21][N:20]([C:23]5[N:24]=[CH:25][C:26]([C:29]([O:31]C)=[O:30])=[N:27][CH:28]=5)[CH2:19][CH2:18]4)=[CH:16][C:9]=3[CH2:8][CH2:7]2)[CH2:5][CH2:4][CH2:3][CH2:2]1.[OH-].[Na+].Cl. Product: [CH:1]1([N:6]2[CH2:12][CH2:11][C:10]3[CH:13]=[CH:14][C:15]([CH:17]4[CH2:22][CH2:21][N:20]([C:23]5[N:24]=[CH:25][C:26]([C:29]([OH:31])=[O:30])=[N:27][CH:28]=5)[CH2:19][CH2:18]4)=[CH:16][C:9]=3[CH2:8][CH2:7]2)[CH2:2][CH2:3][CH2:4][CH2:5]1. The catalyst class is: 5. (2) Reactant: Cl.[Cl:2][C:3]1[CH:4]=[C:5]([NH:18][C:19]2[C:20]3[NH:27][CH:26]=[CH:25][C:21]=3[N:22]=[CH:23][N:24]=2)[CH:6]=[CH:7][C:8]=1[O:9][CH2:10][C:11]1[CH:16]=[CH:15][CH:14]=[C:13]([F:17])[CH:12]=1.C(=O)([O-])[O-].[K+].[K+].[CH3:34][O:35][C:36]1[CH:37]=[C:38]([S:44](Cl)(=[O:46])=[O:45])[CH:39]=[CH:40][C:41]=1[O:42][CH3:43]. Product: [Cl:2][C:3]1[CH:4]=[C:5]([NH:18][C:19]2[C:20]3[N:27]([S:44]([C:38]4[CH:39]=[CH:40][C:41]([O:42][CH3:43])=[C:36]([O:35][CH3:34])[CH:37]=4)(=[O:46])=[O:45])[CH:26]=[CH:25][C:21]=3[N:22]=[CH:23][N:24]=2)[CH:6]=[CH:7][C:8]=1[O:9][CH2:10][C:11]1[CH:16]=[CH:15][CH:14]=[C:13]([F:17])[CH:12]=1. The catalyst class is: 42. (3) Reactant: N[C@H](C(O)=O)CC1C=CC=CC=1.COC(=O)OC.[CH3:19][S:20]([OH:23])(=[O:22])=[O:21].[CH3:24][O:25][C:26](=[O:36])[C@H:27]([CH2:29][C:30]1[CH:35]=[CH:34][CH:33]=[CH:32][CH:31]=1)[NH2:28]. Product: [CH3:19][S:20]([OH:23])(=[O:22])=[O:21].[CH3:24][O:25][C:26](=[O:36])[C@H:27]([CH2:29][C:30]1[CH:35]=[CH:34][CH:33]=[CH:32][CH:31]=1)[NH2:28]. The catalyst class is: 5. (4) Reactant: [Se-2:1].[Na+].[Na+].Cl[C:5]([C:9]([CH3:12])([CH3:11])[CH3:10])=[CH:6][C:7]#[N:8].Cl[CH2:14][C:15]([O:17][CH2:18][CH3:19])=[O:16].C[O-].[Na+]. The catalyst class is: 121. Product: [NH2:8][C:7]1[CH:6]=[C:5]([C:9]([CH3:12])([CH3:11])[CH3:10])[Se:1][C:14]=1[C:15]([O:17][CH2:18][CH3:19])=[O:16]. (5) Reactant: C(S[C:5]1[CH:10]=[CH:9][C:8]([N:11]2[C:16](=[O:17])[C:15]([CH2:18][C:19]3[CH:24]=[CH:23][C:22]([C:25]4[CH:30]=[CH:29][CH:28]=[CH:27][C:26]=4[C:31]4[NH:35][C:34](=[O:36])[O:33][N:32]=4)=[CH:21][CH:20]=3)=[C:14]([CH2:37][CH2:38][CH3:39])[N:13]=[C:12]2[CH3:40])=[CH:7][CH:6]=1)(C)C.Cl[C:42]1[CH:43]=C(C(OO)=O)C=C[CH:47]=1.C(OCC)(=O)C.[S:58]([O-:62])([O-])(=[O:60])=S.[Na+].[Na+]. Product: [CH:42]([S:58]([C:5]1[CH:10]=[CH:9][C:8]([N:11]2[C:16](=[O:17])[C:15]([CH2:18][C:19]3[CH:24]=[CH:23][C:22]([C:25]4[CH:30]=[CH:29][CH:28]=[CH:27][C:26]=4[C:31]4[NH:35][C:34](=[O:36])[O:33][N:32]=4)=[CH:21][CH:20]=3)=[C:14]([CH2:37][CH2:38][CH3:39])[N:13]=[C:12]2[CH3:40])=[CH:7][CH:6]=1)(=[O:62])=[O:60])([CH3:43])[CH3:47]. The catalyst class is: 47. (6) Reactant: [NH2:1][C:2]1[CH:7]=[CH:6][CH:5]=[CH:4][CH:3]=1.Cl.[N:9]12[CH2:16][CH2:15][CH:12]([CH2:13][CH2:14]1)[C:11](=O)[CH2:10]2.[BH-](OC(C)=O)(OC(C)=O)OC(C)=O.[Na+]. Product: [C:2]1([NH:1][CH:11]2[CH:12]3[CH2:15][CH2:16][N:9]([CH2:14][CH2:13]3)[CH2:10]2)[CH:7]=[CH:6][CH:5]=[CH:4][CH:3]=1. The catalyst class is: 68. (7) Reactant: [C:1]([N:8]1[CH2:13][CH2:12][N:11]([C:14](=[O:18])[N:15]([CH3:17])[CH3:16])[CH2:10][CH2:9]1)(OC(C)(C)C)=O.Cl.CCOC(C)=O.[Cl:26][C:27]1[CH:32]=[C:31](CCl)[CH:30]=[CH:29][N:28]=1.C([O-])([O-])=O.[K+].[K+]. Product: [Cl:26][C:27]1[CH:32]=[C:31]([CH2:1][N:8]2[CH2:9][CH2:10][N:11]([C:14](=[O:18])[N:15]([CH3:16])[CH3:17])[CH2:12][CH2:13]2)[CH:30]=[CH:29][N:28]=1. The catalyst class is: 3.